This data is from Catalyst prediction with 721,799 reactions and 888 catalyst types from USPTO. The task is: Predict which catalyst facilitates the given reaction. (1) Reactant: [C:1]([N:8]1[CH2:13][CH2:12][CH:11]([C:14]([OH:16])=O)[CH2:10][CH2:9]1)([O:3][C:4]([CH3:7])([CH3:6])[CH3:5])=[O:2].C([O-])([O-])=O.[K+].[K+].C1(P(N=[N+]=[N-])(C2C=CC=CC=2)=O)C=CC=CC=1.[N+:40]([CH2:42][C:43]([O:45][CH3:46])=[O:44])#[C-:41]. Product: [CH3:46][O:45][C:43]([C:42]1[N:40]=[CH:41][O:16][C:14]=1[CH:11]1[CH2:10][CH2:9][N:8]([C:1]([O:3][C:4]([CH3:5])([CH3:6])[CH3:7])=[O:2])[CH2:13][CH2:12]1)=[O:44]. The catalyst class is: 9. (2) Reactant: Cl[C:2]([O:4][C:5]1[CH:10]=[CH:9][CH:8]=[CH:7][CH:6]=1)=[O:3].[NH2:11][C:12]1[CH:13]=[C:14]([NH:22][S:23]([CH3:26])(=[O:25])=[O:24])[CH:15]=[C:16]([C:18]([CH3:21])([CH3:20])[CH3:19])[CH:17]=1.C([O-])(O)=O.[Na+]. The catalyst class is: 76. Product: [C:5]1([O:4][C:2](=[O:3])[NH:11][C:12]2[CH:13]=[C:14]([NH:22][S:23]([CH3:26])(=[O:25])=[O:24])[CH:15]=[C:16]([C:18]([CH3:21])([CH3:20])[CH3:19])[CH:17]=2)[CH:10]=[CH:9][CH:8]=[CH:7][CH:6]=1. (3) Reactant: [F:1][C:2]([F:22])([CH2:14][O:15][C:16]1[CH:21]=[CH:20][CH:19]=[CH:18][CH:17]=1)[CH2:3][O:4][C:5]1[CH:10]=[CH:9][C:8]([CH2:11][C:12]#[N:13])=[CH:7][CH:6]=1.Cl. Product: [F:1][C:2]([F:22])([CH2:14][O:15][C:16]1[CH:21]=[CH:20][CH:19]=[CH:18][CH:17]=1)[CH2:3][O:4][C:5]1[CH:6]=[CH:7][C:8]([CH2:11][CH2:12][NH2:13])=[CH:9][CH:10]=1. The catalyst class is: 603. (4) Reactant: [CH2:1]([O:3][C:4](=[O:15])[CH:5]([NH:7][CH2:8][C:9]1[CH:14]=[CH:13][CH:12]=[CH:11][CH:10]=1)[CH3:6])[CH3:2].O=[C:17]([CH2:22][CH3:23])[C:18]([O:20][CH3:21])=[O:19]. Product: [CH3:21][O:20][C:18](=[O:19])[CH2:17][CH2:22][CH2:23][N:7]([CH2:8][C:9]1[CH:14]=[CH:13][CH:12]=[CH:11][CH:10]=1)[CH:5]([C:4]([O:3][CH2:1][CH3:2])=[O:15])[CH3:6]. The catalyst class is: 26. (5) Reactant: [O:1]([CH2:8][CH2:9][NH2:10])[C:2]1[CH:7]=[CH:6][CH:5]=[CH:4][CH:3]=1.[IH:11].CS[C:14]1[NH:23][CH2:22][C:21]2[C:16](=[CH:17][CH:18]=[CH:19][CH:20]=2)[N:15]=1. Product: [IH:11].[N:15]1[C:16]2[C:21](=[CH:20][CH:19]=[CH:18][CH:17]=2)[CH2:22][NH:23][C:14]=1[NH:10][CH2:9][CH2:8][O:1][C:2]1[CH:7]=[CH:6][CH:5]=[CH:4][CH:3]=1. The catalyst class is: 10. (6) Reactant: [CH3:1][C:2]1[C:3]([CH:8]=O)=[N:4][CH:5]=[CH:6][CH:7]=1.[CH3:10][NH:11][C:12]1[C:13]([NH2:18])=[CH:14][CH:15]=[CH:16][CH:17]=1.[S]. Product: [CH3:10][N:11]1[C:12]2[CH:17]=[CH:16][CH:15]=[CH:14][C:13]=2[N:18]=[C:8]1[C:3]1[C:2]([CH3:1])=[CH:7][CH:6]=[CH:5][N:4]=1. The catalyst class is: 16. (7) Reactant: [NH2:1][C:2]1[CH:7]=[CH:6][C:5]([O:8][C:9](=[O:11])[CH3:10])=[C:4]([O:12][CH3:13])[CH:3]=1.C(O[CH:17]=[C:18]1[C:23](=[O:24])[O:22][C:21]([CH3:26])([CH3:25])[O:20][C:19]1=[O:27])C. Product: [CH3:25][C:21]1([CH3:26])[O:20][C:19](=[O:27])[C:18](=[CH:17][NH:1][C:2]2[CH:7]=[CH:6][C:5]([O:8][C:9](=[O:11])[CH3:10])=[C:4]([O:12][CH3:13])[CH:3]=2)[C:23](=[O:24])[O:22]1. The catalyst class is: 8.